From a dataset of Forward reaction prediction with 1.9M reactions from USPTO patents (1976-2016). Predict the product of the given reaction. (1) Given the reactants [NH2:1][CH2:2][C@@H:3]1[CH2:12][C:11]2[C:6](=[CH:7][CH:8]=[CH:9][CH:10]=2)[CH2:5][N:4]1[C:13]([O:15][CH2:16][C:17]1[CH:22]=[CH:21][CH:20]=[CH:19][CH:18]=1)=[O:14].C(N(CC)CC)C.[C:30](O[C:30]([O:32][C:33]([CH3:36])([CH3:35])[CH3:34])=[O:31])([O:32][C:33]([CH3:36])([CH3:35])[CH3:34])=[O:31], predict the reaction product. The product is: [C:33]([O:32][C:30]([NH:1][CH2:2][C@@H:3]1[CH2:12][C:11]2[C:6](=[CH:7][CH:8]=[CH:9][CH:10]=2)[CH2:5][N:4]1[C:13]([O:15][CH2:16][C:17]1[CH:22]=[CH:21][CH:20]=[CH:19][CH:18]=1)=[O:14])=[O:31])([CH3:36])([CH3:35])[CH3:34]. (2) Given the reactants Br.Br[CH:3]([CH3:13])[C:4]([C:6]1[CH:11]=[CH:10][N:9]=[C:8]([Cl:12])[CH:7]=1)=O.Cl.[C:15]([O:19][C:20]([N:22]1[CH2:27][CH2:26][N:25]([C:28]([NH2:32])=[CH:29][C:30]#[N:31])[CH2:24][CH2:23]1)=[O:21])([CH3:18])([CH3:17])[CH3:16], predict the reaction product. The product is: [C:15]([O:19][C:20]([N:22]1[CH2:23][CH2:24][N:25]([C:28]2[NH:32][C:4]([C:6]3[CH:11]=[CH:10][N:9]=[C:8]([Cl:12])[CH:7]=3)=[C:3]([CH3:13])[C:29]=2[C:30]#[N:31])[CH2:26][CH2:27]1)=[O:21])([CH3:18])([CH3:16])[CH3:17]. (3) Given the reactants [Cl-].C[C:3](C)([O-:5])C.[K+].[CH2:8]([CH:11]1[O:15][CH:14]([CH:16]2[CH2:21][CH2:20][C:19](=O)[CH2:18][CH2:17]2)[CH2:13][CH2:12]1)[CH2:9][CH3:10], predict the reaction product. The product is: [CH2:8]([CH:11]1[O:15][CH:14]([CH:16]2[CH2:21][CH2:20][CH:19]([CH:3]=[O:5])[CH2:18][CH2:17]2)[CH2:13][CH2:12]1)[CH2:9][CH3:10].